Dataset: NCI-60 drug combinations with 297,098 pairs across 59 cell lines. Task: Regression. Given two drug SMILES strings and cell line genomic features, predict the synergy score measuring deviation from expected non-interaction effect. (1) Drug 1: C(CC(=O)O)C(=O)CN.Cl. Drug 2: CC1C(C(CC(O1)OC2CC(CC3=C2C(=C4C(=C3O)C(=O)C5=C(C4=O)C(=CC=C5)OC)O)(C(=O)CO)O)N)O.Cl. Cell line: HCT116. Synergy scores: CSS=34.9, Synergy_ZIP=-0.400, Synergy_Bliss=-2.46, Synergy_Loewe=-2.01, Synergy_HSA=-1.01. (2) Drug 1: CC1C(C(CC(O1)OC2CC(CC3=C2C(=C4C(=C3O)C(=O)C5=C(C4=O)C(=CC=C5)OC)O)(C(=O)C)O)N)O.Cl. Drug 2: CCC1(CC2CC(C3=C(CCN(C2)C1)C4=CC=CC=C4N3)(C5=C(C=C6C(=C5)C78CCN9C7C(C=CC9)(C(C(C8N6C=O)(C(=O)OC)O)OC(=O)C)CC)OC)C(=O)OC)O.OS(=O)(=O)O. Cell line: TK-10. Synergy scores: CSS=21.1, Synergy_ZIP=-2.92, Synergy_Bliss=4.09, Synergy_Loewe=1.69, Synergy_HSA=1.66. (3) Drug 1: CC1CCC2CC(C(=CC=CC=CC(CC(C(=O)C(C(C(=CC(C(=O)CC(OC(=O)C3CCCCN3C(=O)C(=O)C1(O2)O)C(C)CC4CCC(C(C4)OC)O)C)C)O)OC)C)C)C)OC. Drug 2: CCN(CC)CCNC(=O)C1=C(NC(=C1C)C=C2C3=C(C=CC(=C3)F)NC2=O)C. Cell line: OVCAR-5. Synergy scores: CSS=3.20, Synergy_ZIP=5.31, Synergy_Bliss=3.85, Synergy_Loewe=-3.73, Synergy_HSA=2.58. (4) Drug 1: C1CCN(CC1)CCOC2=CC=C(C=C2)C(=O)C3=C(SC4=C3C=CC(=C4)O)C5=CC=C(C=C5)O. Drug 2: CC12CCC3C(C1CCC2O)C(CC4=C3C=CC(=C4)O)CCCCCCCCCS(=O)CCCC(C(F)(F)F)(F)F. Cell line: RXF 393. Synergy scores: CSS=4.86, Synergy_ZIP=-1.97, Synergy_Bliss=0.212, Synergy_Loewe=-1.35, Synergy_HSA=-0.0502. (5) Synergy scores: CSS=31.1, Synergy_ZIP=-4.52, Synergy_Bliss=2.00, Synergy_Loewe=-1.72, Synergy_HSA=0.966. Drug 2: C1CN(CCN1C(=O)CCBr)C(=O)CCBr. Drug 1: CC1C(C(=O)NC(C(=O)N2CCCC2C(=O)N(CC(=O)N(C(C(=O)O1)C(C)C)C)C)C(C)C)NC(=O)C3=C4C(=C(C=C3)C)OC5=C(C(=O)C(=C(C5=N4)C(=O)NC6C(OC(=O)C(N(C(=O)CN(C(=O)C7CCCN7C(=O)C(NC6=O)C(C)C)C)C)C(C)C)C)N)C. Cell line: SK-MEL-5.